Predict the reactants needed to synthesize the given product. From a dataset of Full USPTO retrosynthesis dataset with 1.9M reactions from patents (1976-2016). Given the product [C:1]([CH2:3][NH:4][C:5]([C:7]1([NH:13][C:28](=[O:30])[C:27]2[CH:26]=[CH:25][C:24]([N:21]3[CH2:20][CH2:19][N:18]([CH2:16][C:17]4[CH:35]=[CH:34][CH:33]=[CH:38][CH:37]=4)[CH2:23][CH2:22]3)=[CH:32][CH:31]=2)[CH2:12][CH2:11][CH2:10][CH2:9][CH2:8]1)=[O:6])#[N:2], predict the reactants needed to synthesize it. The reactants are: [C:1]([CH2:3][NH:4][C:5]([C:7]1([NH2:13])[CH2:12][CH2:11][CH2:10][CH2:9][CH2:8]1)=[O:6])#[N:2].Cl.C[CH:16]([N:18]1[CH2:23][CH2:22][N:21]([C:24]2[CH:32]=[CH:31][C:27]([C:28]([OH:30])=O)=[CH:26][CH:25]=2)[CH2:20][CH2:19]1)[CH3:17].[CH:33]1[CH:34]=[CH:35]C2N(O)N=N[C:37]=2[CH:38]=1.C(N(CC)CC)C.